From a dataset of Full USPTO retrosynthesis dataset with 1.9M reactions from patents (1976-2016). Predict the reactants needed to synthesize the given product. (1) Given the product [O:1]1[CH2:6][CH2:5][CH2:4][CH2:3][CH:2]1[CH2:7][NH:8][C:21](=[O:30])/[CH:22]=[CH:23]/[CH2:24][CH2:25][CH2:26][CH2:27][CH2:28][CH3:29], predict the reactants needed to synthesize it. The reactants are: [O:1]1[CH2:6][CH2:5][CH2:4][CH2:3][CH:2]1[CH2:7][NH2:8].C(N(CC)CC)C.O1CCCC1.[C:21](Cl)(=[O:30])/[CH:22]=[CH:23]/[CH2:24][CH2:25][CH2:26][CH2:27][CH2:28][CH3:29]. (2) Given the product [CH3:20][O:23][C:24]1[CH:25]=[C:2]([CH2:3][OH:19])[CH:1]=[C:26]([CH2:30][O:29][CH3:28])[CH:27]=1, predict the reactants needed to synthesize it. The reactants are: [CH3:1][CH2:2][CH2:3]C[N+](CCCC)(CCCC)CCCC.[F-].[OH2:19].[C:20]([O:23][CH2:24][CH3:25])(=O)C.[CH2:26]1[CH2:30][O:29][CH2:28][CH2:27]1. (3) The reactants are: [Br:1][C:2]1[CH:3]=[CH:4][C:5]([C:8]2([OH:15])[CH2:13][CH2:12][C:11](=O)[CH2:10][CH2:9]2)=[N:6][CH:7]=1.[NH:16]1[CH2:19][CH:18]([NH:20][C:21]([CH2:23][NH:24][C:25](=[O:36])[C:26]2[CH:31]=[CH:30][CH:29]=[C:28]([C:32]([F:35])([F:34])[F:33])[CH:27]=2)=[O:22])[CH2:17]1. Given the product [Br:1][C:2]1[CH:3]=[CH:4][C:5]([C:8]2([OH:15])[CH2:13][CH2:12][CH:11]([N:16]3[CH2:19][CH:18]([NH:20][C:21]([CH2:23][NH:24][C:25](=[O:36])[C:26]4[CH:31]=[CH:30][CH:29]=[C:28]([C:32]([F:35])([F:33])[F:34])[CH:27]=4)=[O:22])[CH2:17]3)[CH2:10][CH2:9]2)=[N:6][CH:7]=1, predict the reactants needed to synthesize it. (4) Given the product [Cl:1][C:2]1[C:10]2[C:9]([N:11]3[CH2:14][CH:13]([NH:15][S:37]([CH3:36])(=[O:39])=[O:38])[CH2:12]3)=[N:8][C:7]([S:16][C:17]3[CH:26]=[N:25][C:24]4[C:19](=[N:20][CH:21]=[CH:22][N:23]=4)[CH:18]=3)=[N:6][C:5]=2[NH:4][C:3]=1[CH2:27][CH3:28], predict the reactants needed to synthesize it. The reactants are: [Cl:1][C:2]1[C:10]2[C:9]([N:11]3[CH2:14][CH:13]([NH2:15])[CH2:12]3)=[N:8][C:7]([S:16][C:17]3[CH:26]=[N:25][C:24]4[C:19](=[N:20][CH:21]=[CH:22][N:23]=4)[CH:18]=3)=[N:6][C:5]=2[NH:4][C:3]=1[CH2:27][CH3:28].C(N(CC)CC)C.[CH3:36][S:37](Cl)(=[O:39])=[O:38].CO. (5) Given the product [CH3:18][C:17]([S@@:15]([N:14]1[CH2:2][CH2:3][CH2:4][C@@H:5]1[C:6]1[CH:11]=[CH:10][CH:9]=[C:8]([O:12][CH3:13])[CH:7]=1)=[O:16])([CH3:20])[CH3:19], predict the reactants needed to synthesize it. The reactants are: Cl[CH2:2][CH2:3][CH2:4]/[C:5](=[N:14]\[S@:15]([C:17]([CH3:20])([CH3:19])[CH3:18])=[O:16])/[C:6]1[CH:11]=[CH:10][CH:9]=[C:8]([O:12][CH3:13])[CH:7]=1. (6) Given the product [CH3:27][N:28]([CH3:38])[C:29]1[N:34]=[CH:33][C:32]([C:2]2[CH:3]=[C:4]([C:14]([NH:16][CH2:17][C:18]3[C:19](=[O:26])[NH:20][C:21]([CH3:25])=[CH:22][C:23]=3[CH3:24])=[O:15])[C:5]3[CH:10]=[N:9][N:8]([CH:11]([CH3:13])[CH3:12])[C:6]=3[N:7]=2)=[CH:31][CH:30]=1, predict the reactants needed to synthesize it. The reactants are: Cl[C:2]1[CH:3]=[C:4]([C:14]([NH:16][CH2:17][C:18]2[C:19](=[O:26])[NH:20][C:21]([CH3:25])=[CH:22][C:23]=2[CH3:24])=[O:15])[C:5]2[CH:10]=[N:9][N:8]([CH:11]([CH3:13])[CH3:12])[C:6]=2[N:7]=1.[CH3:27][N:28]([CH3:38])[C:29]1[N:34]=[CH:33][C:32](B(O)O)=[CH:31][CH:30]=1.C(=O)(O)[O-].[Na+].O.